This data is from Full USPTO retrosynthesis dataset with 1.9M reactions from patents (1976-2016). The task is: Predict the reactants needed to synthesize the given product. (1) Given the product [Br:1][C:2]1[S:6][C:5]([N:7]([CH:15]([CH3:17])[CH3:16])[C:8](=[O:14])[O:9][C:10]([CH3:11])([CH3:13])[CH3:12])=[N:4][CH:3]=1, predict the reactants needed to synthesize it. The reactants are: [Br:1][C:2]1[S:6][C:5]([NH:7][C:8](=[O:14])[O:9][C:10]([CH3:13])([CH3:12])[CH3:11])=[N:4][CH:3]=1.[CH:15](O)([CH3:17])[CH3:16].C1(P(C2C=CC=CC=2)C2C=CC=CC=2)C=CC=CC=1.N(C(OCC)=O)=NC(OCC)=O. (2) Given the product [F:14][C:15]1[CH:22]=[CH:21][C:18]([CH2:19][N:1]2[CH:5]=[C:4]([CH:6]=[O:7])[N:3]=[CH:2]2)=[CH:17][CH:16]=1, predict the reactants needed to synthesize it. The reactants are: [NH:1]1[CH:5]=[C:4]([CH:6]=[O:7])[N:3]=[CH:2]1.CC(C)([O-])C.[K+].[F:14][C:15]1[CH:22]=[CH:21][C:18]([CH2:19]Br)=[CH:17][CH:16]=1.[Cl-].[NH4+].